Dataset: Full USPTO retrosynthesis dataset with 1.9M reactions from patents (1976-2016). Task: Predict the reactants needed to synthesize the given product. (1) Given the product [CH:1]([N:4]1[C:8]([C:9]2[N:10]=[C:11]3[C:17]4[CH:18]=[CH:19][C:20]([C:22]([OH:24])=[O:23])=[CH:21][C:16]=4[O:15][CH2:14][CH2:13][N:12]3[CH:26]=2)=[N:7][C:6]([CH3:27])=[N:5]1)([CH3:3])[CH3:2], predict the reactants needed to synthesize it. The reactants are: [CH:1]([N:4]1[C:8]([C:9]2[N:10]=[C:11]3[C:17]4[CH:18]=[CH:19][C:20]([C:22]([O:24]C)=[O:23])=[CH:21][C:16]=4[O:15][CH2:14][CH2:13][N:12]3[CH:26]=2)=[N:7][C:6]([CH3:27])=[N:5]1)([CH3:3])[CH3:2].[OH-].[Li+]. (2) The reactants are: [F:1][C:2]1[C:3]([N:9]=[CH:10][N:11]([CH3:13])[CH3:12])=[N:4][C:5]([OH:8])=[N:6][CH:7]=1.C(=O)([O-])[O-].[Cs+].[Cs+].[C:20]([O:26][CH2:27]Cl)(=[O:25])[C:21]([CH3:24])([CH3:23])[CH3:22]. Given the product [CH3:12][N:11]([CH:10]=[N:9][C:3]1[C:2]([F:1])=[CH:7][N:6]([CH2:27][O:26][C:20](=[O:25])[C:21]([CH3:24])([CH3:23])[CH3:22])[C:5](=[O:8])[N:4]=1)[CH3:13], predict the reactants needed to synthesize it. (3) Given the product [NH2:1][C:2]1[CH:3]=[C:4]([C:5]([OH:7])=[O:6])[CH:8]=[CH:9][C:10]=1[C:17]1[CH:16]=[CH:15][CH:14]=[C:13]([NH2:12])[CH:18]=1, predict the reactants needed to synthesize it. The reactants are: [NH2:1][C:2]1[CH:3]=[C:4]([CH:8]=[CH:9][C:10]=1Cl)[C:5]([OH:7])=[O:6].[NH2:12][C:13]1[CH:14]=[C:15](B(O)O)[CH:16]=[CH:17][CH:18]=1.C([O-])([O-])=O.[K+].[K+]. (4) Given the product [NH:7]1[CH2:6][CH2:35][CH:36]([CH2:31][N:29]2[CH:30]=[C:26]([C:10]3[C:4]4[C:5](=[CH:6][N:7]=[C:2]([C:49]5[CH:50]=[N:45][CH:46]=[CH:47][CH:48]=5)[CH:3]=4)[NH:8][N:9]=3)[CH:27]=[N:28]2)[CH2:3][CH2:2]1, predict the reactants needed to synthesize it. The reactants are: Br[C:2]1[CH:3]=[C:4]2[C:10](I)=[N:9][N:8](C3CCCCO3)[C:5]2=[CH:6][N:7]=1.CC1(C)C(C)(C)OB([C:26]2[CH:27]=[N:28][N:29]([CH:31]3[CH2:36][CH2:35]N(C(OC(C)(C)C)=O)CC3)[CH:30]=2)O1.[N:45]1[CH:50]=[CH:49][CH:48]=[C:47](B2OC(C)(C)C(C)(C)O2)[CH:46]=1. (5) Given the product [F:12][C:7]1[C:6]([CH:2]2[CH2:3][CH2:4][CH2:5][O:1]2)=[CH:11][CH:10]=[CH:9][N:8]=1, predict the reactants needed to synthesize it. The reactants are: [O:1]1[CH2:5][CH:4]=[CH:3][CH:2]1[C:6]1[C:7]([F:12])=[N:8][CH:9]=[CH:10][CH:11]=1. (6) Given the product [Cl:1][C:2]1[CH:3]=[N:4][CH:5]=[C:6]([Cl:24])[C:7]=1[S:8][C:9]1[S:13][C:12]([C:14]([NH:16][CH2:17][CH2:18][CH2:19][N:25]2[CH2:30][CH2:29][CH:28]([C:31]([NH2:33])=[O:32])[CH2:27][CH2:26]2)=[O:15])=[CH:11][C:10]=1[N+:21]([O-:23])=[O:22], predict the reactants needed to synthesize it. The reactants are: [Cl:1][C:2]1[CH:3]=[N:4][CH:5]=[C:6]([Cl:24])[C:7]=1[S:8][C:9]1[S:13][C:12]([C:14]([NH:16][CH2:17][CH2:18][CH:19]=O)=[O:15])=[CH:11][C:10]=1[N+:21]([O-:23])=[O:22].[NH:25]1[CH2:30][CH2:29][CH:28]([C:31]([NH2:33])=[O:32])[CH2:27][CH2:26]1.